From a dataset of Experimentally validated miRNA-target interactions with 360,000+ pairs, plus equal number of negative samples. Binary Classification. Given a miRNA mature sequence and a target amino acid sequence, predict their likelihood of interaction. (1) The miRNA is hsa-miR-7850-5p with sequence GUUUGGACAUAGUGUGGCUGG. The protein sequence of the target gene is MEPRDGSPEARSSDSESASASSSGSERDAGPEPDKAPRRLNKRRFPGLRLFGHRKAITKSGLQHLAPPPPTPGAPCSESERQIRSTVDWSESATYGEHIWFETNVSGDFCYVGEQYCVARMLKSVSRRKCAACKIVVHTPCIEQLEKINFRCKPSFRESGSRNVREPTFVRHHWVHRRRQDGKCRHCGKGFQQKFTFHSKEIVAISCSWCKQAYHSKVSCFMLQQIEEPCSLGVHAAVVIPPTWILRARRPQNTLKASKKKKRASFKRKSSKKGPEEGRWRPFIIRPTPSPLMKPLLVFV.... Result: 0 (no interaction). (2) Result: 1 (interaction). The miRNA is mmu-miR-762 with sequence GGGGCUGGGGCCGGGACAGAGC. The protein sequence of the target gene is MSVTSWFLVSSSGTRHRLPRELIFVGRDECELMLQSRSVDKQHAVINYDQDRDEHWVKDLGSLNGTFVNDVRIPDQKYITLKLNDVIRFGYDSNMYVLERVQHRVPEEALKHEKYTSQLQVSVKVSAPKRGDALPDHTPYCESSQPRPEKGDRRHGAEAVAYRTPLYGQPSWWGEDDSGAPSEDRHQEEPYSERPKDLAQQNGELDSCRAPAEPPDYSFRREPSYFEIPTKETPQPPRLPEVPTQEVPTKDQEAGVGGTAPVVQSHASFTIEFDDCSPGKVKIKDHITKFSLRQRRAPSK.... (3) The miRNA is hsa-miR-548p with sequence UAGCAAAAACUGCAGUUACUUU. The protein sequence of the target gene is MEGGAAAATPTALPYYVAFSQLLGLTLVAMTGAWLGLYRGGIAWESDLQFNAHPLCMVIGLIFLQGNALLVYRVFRNEAKRTTKVLHGLLHIFALVIALVGLVAVFDYHRKKGYADLYSLHSWCGILVFVLYFVQWLVGFSFFLFPGASFSLRSRYRPQHIFFGATIFLLSVGTALLGLKEALLFNLGGKYSAFEPEGVLANVLGLLLACFGGAVLYILTRADWKRPSQAEEQALSMDFKTLTEGDSPGSQ. Result: 1 (interaction). (4) The miRNA is hsa-miR-1468-3p with sequence AGCAAAAUAAGCAAAUGGAAAA. The protein sequence of the target gene is MDPPAEKPGEAGGLQITPQLLKSRTGEFSLESILLLKLRGLGLADLGCLGECLGLEWLDLSGNALTHLGPLASLRQLAVLNVSNNRLTGLEPLATCENLQSLNAAGNLLATPGQLQCLAGLPCLEYLRLRDPLARLSNPLCANPSYWAAVRELLPGLKVIDGERVIGRGSEFYQLCRDLDSSLRPSSSPGPRATEAQPWVEPGYWESWPSRSSSILEEACRQFQDTLQECWDLDRQASDSLAQAEQVLSSAGPTSSFVF. Result: 0 (no interaction). (5) The miRNA is hsa-miR-4799-3p with sequence ACUGGCAUGCUGCAUUUAUAUA. The protein sequence of the target gene is MGDYGFGVLVQSNTGNKSAFPVRFHPHLQPPHHHQNATPNPAAFINNNTAANGSSAGSAWLFPAPATHNIQDEILGSEKAKSQQQEQQDPLEKQQLSPSPGQEAGILPETEKAKAEENPGDSSSENSNGKEKLRIESPVLTGFDYQEATGLGTSTQPLTSSASSLTGFSNWSAAIAPSSSTIINEDASFFHQGGVPGASANNGALLFQNFPHHVSPGFGGSFSPQIGPLSQHHPHHPHFQHHHSQHQQQRRSPASPHPPPFTHRSAAFNQLPHLANNLNKPPSPWSSYQSPSPTPSSSWS.... Result: 0 (no interaction).